This data is from Reaction yield outcomes from USPTO patents with 853,638 reactions. The task is: Predict the reaction yield, written as a fraction of the theoretical maximum amount of product (1.0 means a 100% yield; for example, 0.34 means a 34% yield). The reactants are [CH3:1][C:2]1([CH3:28])[CH2:7][CH:6]([NH:8][C:9]2[N:14]=[C:13]([N:15]3[C:23]4[C:18](=[CH:19][CH:20]=[CH:21][CH:22]=4)[C:17]([C:24]#[N:25])=[CH:16]3)[CH:12]=[CH:11][N:10]=2)[CH2:5][C:4]([CH3:27])([CH3:26])[NH:3]1.[OH-:29].[Na+].OO.O. The catalyst is CCO.CCOCC. The product is [CH3:1][C:2]1([CH3:28])[CH2:7][CH:6]([NH:8][C:9]2[N:14]=[C:13]([N:15]3[C:23]4[C:18](=[CH:19][CH:20]=[CH:21][CH:22]=4)[C:17]([C:24]([NH2:25])=[O:29])=[CH:16]3)[CH:12]=[CH:11][N:10]=2)[CH2:5][C:4]([CH3:27])([CH3:26])[NH:3]1. The yield is 0.570.